From a dataset of Full USPTO retrosynthesis dataset with 1.9M reactions from patents (1976-2016). Predict the reactants needed to synthesize the given product. (1) Given the product [CH3:1][O:2][C:3]([C:5]1[CH:14]=[C:13]2[C:8]([CH:9]=[CH:10][C:11]([C:15]([F:18])([F:16])[F:17])=[N:12]2)=[C:7]([OH:19])[CH:6]=1)=[O:4], predict the reactants needed to synthesize it. The reactants are: [CH3:1][O:2][C:3]([CH:5]1[CH2:14][C:13]2[N:12]=[C:11]([C:15]([F:18])([F:17])[F:16])[CH:10]=[CH:9][C:8]=2[C:7](=[O:19])[CH2:6]1)=[O:4].BrC(Cl)(Cl)Cl.N12CCCN=C1CCCCC2. (2) Given the product [NH2:23][C:20]1[CH:19]=[CH:18][C:17]([CH:7]([CH2:6][CH:1]2[CH2:5][CH2:4][CH2:3][CH2:2]2)[C:8]([NH:10][C:11]2[CH:16]=[CH:15][CH:14]=[CH:13][N:12]=2)=[O:9])=[CH:22][CH:21]=1, predict the reactants needed to synthesize it. The reactants are: [CH:1]1([CH2:6][CH:7]([C:17]2[CH:22]=[CH:21][C:20]([N+:23]([O-])=O)=[CH:19][CH:18]=2)[C:8]([NH:10][C:11]2[CH:16]=[CH:15][CH:14]=[CH:13][N:12]=2)=[O:9])[CH2:5][CH2:4][CH2:3][CH2:2]1.[H][H]. (3) The reactants are: [CH3:1][O:2][C:3](=[O:34])[CH2:4]N1CC(C)(C)N(CC2C=C(C3C=CC(O)=CC=3F)N=C3NN=C(C)C=23)CC1(C)C.[CH3:35][O:36][CH2:37][O:38][C:39]1[CH:44]=[CH:43][C:42]([C:45]2[N:50]=[C:49]3[N:51]([CH:55]4[CH2:60][CH2:59][CH2:58][CH2:57][O:56]4)[N:52]=[C:53]([CH3:54])[C:48]3=[C:47]([CH2:61][N:62]3[CH2:67][C:66]([CH3:69])([CH3:68])[NH:65][CH2:64][C:63]3([CH3:71])[CH3:70])[CH:46]=2)=[CH:41][CH:40]=1.BrCC(OC)=O. Given the product [CH3:1][O:2][C:3](=[O:34])[CH2:4][N:65]1[CH2:64][C:63]([CH3:71])([CH3:70])[N:62]([CH2:61][C:47]2[CH:46]=[C:45]([C:42]3[CH:41]=[CH:40][C:39]([O:38][CH2:37][O:36][CH3:35])=[CH:44][CH:43]=3)[N:50]=[C:49]3[N:51]([CH:55]4[CH2:60][CH2:59][CH2:58][CH2:57][O:56]4)[N:52]=[C:53]([CH3:54])[C:48]=23)[CH2:67][C:66]1([CH3:69])[CH3:68], predict the reactants needed to synthesize it. (4) The reactants are: [CH3:1][C:2]1[CH:3]=[C:4]([CH:7]=[C:8]([CH3:10])[CH:9]=1)[CH:5]=O.C1C=CC([CH:17]([NH2:20])CO)=CC=1.[OH2:21].[C:22]1([CH3:28])[CH:27]=[CH:26][CH:25]=[CH:24][CH:23]=1. Given the product [C:27]1([C@@H:22]([CH:28]=[CH:5][C:4]2[CH:3]=[C:2]([CH3:1])[CH:9]=[C:8]([CH3:10])[CH:7]=2)[CH2:23][OH:21])[CH:26]=[CH:25][CH:24]=[N:20][CH:17]=1, predict the reactants needed to synthesize it.